Task: Predict which catalyst facilitates the given reaction.. Dataset: Catalyst prediction with 721,799 reactions and 888 catalyst types from USPTO (1) Product: [ClH:29].[NH2:21][C:2]1([CH3:1])[CH2:6][CH2:5][CH2:4][CH:3]1[NH:7][C:8](=[O:20])[C:9]1[CH:14]=[CH:13][CH:12]=[CH:11][C:10]=1[N:15]1[N:16]=[CH:17][CH:18]=[N:19]1. Reactant: [CH3:1][C:2]1([NH:21]C(=O)OC(C)(C)C)[CH2:6][CH2:5][CH2:4][CH:3]1[NH:7][C:8](=[O:20])[C:9]1[CH:14]=[CH:13][CH:12]=[CH:11][C:10]=1[N:15]1[N:19]=[CH:18][CH:17]=[N:16]1.[ClH:29].O1CCOCC1. The catalyst class is: 5. (2) Reactant: [C:1]([N:4]1[C:16]2[CH:15]=[CH:14][CH:13]=[CH:12][C:11]=2[C:10]2[C:5]1=[CH:6][CH:7]=[CH:8][CH:9]=2)(=[O:3])[CH3:2].[C:17](Cl)(=[O:19])[CH3:18].[Cl-].[Al+3].[Cl-].[Cl-].Cl. Product: [C:17]([C:7]1[CH:8]=[CH:9][C:10]2[C:11]3[C:16](=[CH:15][CH:14]=[CH:13][CH:12]=3)[N:4]([C:1](=[O:3])[CH3:2])[C:5]=2[CH:6]=1)(=[O:19])[CH3:18]. The catalyst class is: 2.